This data is from Reaction yield outcomes from USPTO patents with 853,638 reactions. The task is: Predict the reaction yield, written as a fraction of the theoretical maximum amount of product (1.0 means a 100% yield; for example, 0.34 means a 34% yield). The reactants are [CH2:1]([O:3][C:4]([C:6]1[C:15](=[O:16])[C:14]2[C:13](=[O:17])[CH2:12][CH2:11][CH2:10][C:9]=2[NH:8][CH:7]=1)=[O:5])[CH3:2].II. The catalyst is C(O)C. The product is [CH2:1]([O:3][C:4]([C:6]1[C:15](=[O:16])[C:14]2[C:9](=[CH:10][CH:11]=[CH:12][C:13]=2[OH:17])[NH:8][CH:7]=1)=[O:5])[CH3:2]. The yield is 0.430.